From a dataset of Forward reaction prediction with 1.9M reactions from USPTO patents (1976-2016). Predict the product of the given reaction. Given the reactants [CH2:1]([C:4]1([NH2:18])[CH2:9][CH2:8][CH:7]([O:10][Si](C(C)(C)C)(C)C)[CH2:6][CH2:5]1)[CH:2]=[CH2:3].Cl, predict the reaction product. The product is: [CH2:1]([C:4]1([NH2:18])[CH2:9][CH2:8][CH:7]([OH:10])[CH2:6][CH2:5]1)[CH:2]=[CH2:3].